Task: Predict the reactants needed to synthesize the given product.. Dataset: Full USPTO retrosynthesis dataset with 1.9M reactions from patents (1976-2016) Given the product [F:1][C:2]1[CH:3]=[C:4]([NH:5][C:80]([C:77]2[C:78](=[O:79])[N:73]([C:70]3[CH:71]=[CH:72][C:67]([F:66])=[CH:68][CH:69]=3)[N:74]=[CH:75][CH:76]=2)=[O:81])[CH:6]=[CH:7][C:8]=1[O:9][C:10]1[C:19]2[C:14](=[CH:15][C:16]([O:22][CH2:23][CH2:24][CH2:25][N:26]3[CH2:27][CH2:28][CH2:29][CH2:30][CH2:31]3)=[C:17]([O:20][CH3:21])[CH:18]=2)[N:13]=[CH:12][CH:11]=1, predict the reactants needed to synthesize it. The reactants are: [F:1][C:2]1[CH:3]=[C:4]([CH:6]=[CH:7][C:8]=1[O:9][C:10]1[C:19]2[C:14](=[CH:15][C:16]([O:22][CH2:23][CH2:24][CH2:25][N:26]3[CH2:31][CH2:30][CH2:29][CH2:28][CH2:27]3)=[C:17]([O:20][CH3:21])[CH:18]=2)[N:13]=[CH:12][CH:11]=1)[NH2:5].FC1C=C([N+]([O-])=O)C=CC=1OC1C2C(=CC(O)=C(OC)C=2)N=CC=1.N1(CCCO)CCCCC1.[F:66][C:67]1[CH:72]=[CH:71][C:70]([N:73]2[C:78](=[O:79])[C:77]([C:80](O)=[O:81])=[CH:76][CH:75]=[N:74]2)=[CH:69][CH:68]=1.